Task: Binary Classification. Given a miRNA mature sequence and a target amino acid sequence, predict their likelihood of interaction.. Dataset: Experimentally validated miRNA-target interactions with 360,000+ pairs, plus equal number of negative samples The miRNA is hsa-miR-711 with sequence GGGACCCAGGGAGAGACGUAAG. The protein sequence of the target gene is MVSRCSCLGVQCLLLSLLLLAAWEVGSGQLHYSVYEEARHGTFVGRIAQDLGLELAELVQRLFRVASKRHGDLLEVNLQNGILFVNSRIDREELCGRSVECSIHLEVIVDRPLQVFHVDVEVKDINDNPPRFSVTEQKLSIPESRLLDSRFPLEGASDADVGENALLTYKLSPNEYFVLDIINKKDKDKFPVLVLRKLLDREENPQLKLLLTATDGGKPEFTGSVSLLILVLDANDNAPIFDRPVYEVKMYENQVNQTLVIRLNASDSDEGINKEMMYSFSSLVPPTIRRKFWINERTGE.... Result: 0 (no interaction).